Dataset: Experimentally validated miRNA-target interactions with 360,000+ pairs, plus equal number of negative samples. Task: Binary Classification. Given a miRNA mature sequence and a target amino acid sequence, predict their likelihood of interaction. (1) The miRNA is hsa-miR-892a with sequence CACUGUGUCCUUUCUGCGUAG. The protein sequence of the target gene is MSGGASATGPRRGPPGLEDTTSKKKQKDRANQESKDGDPRKETGSRYVAQAGLEPLASGDPSASASHAAGITGSRHRTRLFFPSSSGSASTPQEEQTKEGACEDPHDLLATPTPELLLDWRQSAEEVIVKLRVGVGPLQLEDVDAAFTDTDCVVRFAGGQQWGGVFYAEIKSSCAKVQTRKGSLLHLTLPKKVPMLTWPSLLVEADEQLCIPPLNSQTCLLGSEENLAPLAGEKAVPPGNDPVSPAMVRSRNPGKDDCAKEEMAVAADAATLVDEPESMVNLAFVKNDSYEKGPDSVVVH.... Result: 0 (no interaction). (2) The miRNA is rno-miR-497-5p with sequence CAGCAGCACACUGUGGUUUGUA. The protein sequence of the target gene is MAPRDSAEPLPPLSPQAWAWSGKFLAMGALAGFSVLSLLTYGYLCWGQDLEEEGSLKAQVDERPEAGTAGTSQPHLIFILADDQGFRDVGYHGSEIKTPTLDKLAAEGVKLENYYVQPICTPSRSQFITGKYQIHTGLQHSIIRPTQPNCLPLDNATLPQKLKEVGYSTHMVGKWHLGFYRKDCMPTKRGFDTFFGSLLGSGDYYTHYKCDSPGVCGYDLYENDNAAWDYDNGIYSTQMYTQRVQQILATHDPTKPLFLYVAYQAVHSPLQAPGRYFEHYRSIININRRRYAAMLSCLDE.... Result: 0 (no interaction). (3) The miRNA is osa-miR160a-5p with sequence UGCCUGGCUCCCUGUAUGCCA. The protein sequence of the target gene is MLLGRLTSQLLRAVPWAGGRPPWPVSGVLGSRVCGPLYSTSPAGPGRAASLPRKGAQLELEEMLVPRKMSVSPLESWLTARCFLPRLDTGTAGTVAPPQSYQCPPSQIGEGAEQGDEGVADAPQIQCKNVLKIRRRKMNHHKYRKLVKKTRFLRRKVQEGRLRRKQIKFEKDLRRIWLKAGLKEAPEGWQTPKIYLRGK. Result: 0 (no interaction). (4) The miRNA is mmu-miR-362-3p with sequence AACACACCUGUUCAAGGAUUCA. The protein sequence of the target gene is MADSAELKQMVMSLRVSELQVLLGYAGRNKHGRKHELLTKALHLLKAGCSPAVQMKIKELYRRRFPQKIMTPADLSIPNVHSSPMPPTLSPSTIPQLTYDGHPASSPLLPVSLLGPKHELELPHLTSALHPVHPDIKLQKLPFYDLLDELIKPTSLASDNSQRFRETCFAFALTPQQVQQISSSMDISGTKCDFTVQVQLRFCLSETSCPQEDHFPPNLCVKVNTKPCSLPGYLPPTKNGVEPKRPSRPINITSLVRLSTTVPNTIVVSWTAEIGRTYSMAVYLVKQLSSTVLLQRLRAK.... Result: 1 (interaction). (5) The miRNA is hsa-miR-218-5p with sequence UUGUGCUUGAUCUAACCAUGU. The protein sequence of the target gene is MTKIKADPDGPEAQAEACSGERTYQELLVNQNPIAQPLASRRLTRKLYKCIKKAVKQKQIRRGVKEVQKFVNKGEKGIMVLAGDTLPIEVYCHLPVMCEDRNLPYVYIPSKTDLGAAAGSKRPTCVIMVKPHEEYQEAYDECLEEVQSLPLPL. Result: 1 (interaction).